From a dataset of Full USPTO retrosynthesis dataset with 1.9M reactions from patents (1976-2016). Predict the reactants needed to synthesize the given product. (1) The reactants are: Cl[C:2]1[N:3]=[C:4]([N:17]2[CH2:22][CH2:21][O:20][CH2:19][CH2:18]2)[C:5]2[S:6][C:7]3[C:8]([CH3:16])([CH3:15])[O:9][CH2:10][CH2:11][C:12]=3[C:13]=2[N:14]=1.C(#N)C.C(=O)([O-])[O-].[Na+].[Na+].O.CC1(C)C(C)(C)OC([C:41]2[CH:42]=[N:43][C:44]([NH2:47])=[N:45][CH:46]=2)O1. Given the product [CH3:15][C:8]1([CH3:16])[C:7]2[S:6][C:5]3[C:4]([N:17]4[CH2:22][CH2:21][O:20][CH2:19][CH2:18]4)=[N:3][C:2]([C:41]4[CH:42]=[N:43][C:44]([NH2:47])=[N:45][CH:46]=4)=[N:14][C:13]=3[C:12]=2[CH2:11][CH2:10][O:9]1, predict the reactants needed to synthesize it. (2) Given the product [CH:1]([C:4]1[C:13]2[CH:12]=[C:11]([C:27]3[CH:26]=[C:23]([CH:22]=[CH:21][C:28]=3[O:29][C:30]([F:31])([F:32])[F:33])[CH:24]=[O:25])[C:10]([CH3:17])=[CH:9][C:8]=2[C:7]([CH3:19])([CH3:18])[CH2:6][CH:5]=1)([CH3:3])[CH3:2], predict the reactants needed to synthesize it. The reactants are: [CH:1]([C:4]1[C:13]2[CH:12]=[C:11](B(O)O)[C:10]([CH3:17])=[CH:9][C:8]=2[C:7]([CH3:19])([CH3:18])[CH2:6][CH:5]=1)([CH3:3])[CH3:2].Br[C:21]1[CH:22]=[C:23]([CH:26]=[CH:27][C:28]=1[O:29][C:30]([F:33])([F:32])[F:31])[CH:24]=[O:25].C(=O)([O-])[O-].[K+].[K+]. (3) Given the product [CH3:1][O:2][C:3]1[CH:4]=[C:5]([CH:9]([CH:12]=[O:13])[C:10]#[N:11])[CH:6]=[CH:7][CH:8]=1, predict the reactants needed to synthesize it. The reactants are: [CH3:1][O:2][C:3]1[CH:4]=[C:5]([CH2:9][C:10]#[N:11])[CH:6]=[CH:7][CH:8]=1.[CH:12](OCC)=[O:13]. (4) Given the product [CH:1]1[C:14]2[C:13](=[CH:15][C:16]([NH:18][CH2:19][CH2:20][CH2:21][CH2:22][CH2:23][C:24]([NH:45][C:44]3[CH:43]=[CH:42][CH:41]=[CH:40][C:48]=3[NH2:47])=[O:26])=[O:17])[C:12]3[C:7](=[CH:8][CH:9]=[CH:10][CH:11]=3)[S:6][C:5]=2[CH:4]=[CH:3][CH:2]=1, predict the reactants needed to synthesize it. The reactants are: [CH:1]1[C:14]2[C:13](=[CH:15][C:16]([NH:18][CH2:19][CH2:20][CH2:21][CH2:22][CH2:23][C:24]([OH:26])=O)=[O:17])[C:12]3[C:7](=[CH:8][CH:9]=[CH:10][CH:11]=3)[S:6][C:5]=2[CH:4]=[CH:3][CH:2]=1.Cl.C(N=C=NCCCN(C)C)C.O[C:40]1[C:48]2[N:47]=N[NH:45][C:44]=2[CH:43]=[CH:42][CH:41]=1.C(N(CC)CC)C.C1(N)C=CC=CC=1N. (5) Given the product [OH:26][C:21]1[CH:22]=[CH:23][C:24]([CH3:25])=[C:19]([NH:18][C:1](=[O:6])/[CH:2]=[CH:3]/[CH3:4])[CH:20]=1, predict the reactants needed to synthesize it. The reactants are: [C:1]([OH:6])(=O)/[CH:2]=[CH:3]/[CH3:4].O1CCCC1.C(Cl)(=O)C(Cl)=O.[NH2:18][C:19]1[CH:20]=[C:21]([OH:26])[CH:22]=[CH:23][C:24]=1[CH3:25]. (6) Given the product [Cl:1][C:2]1[N:7]=[C:6]([CH3:8])[C:5]([CH:9]([CH2:31][CH2:32][CH3:33])[C:10]([O:12][CH3:13])=[O:11])=[C:4]([C:14]2[CH:19]=[CH:18][CH:17]=[CH:16][CH:15]=2)[N:3]=1, predict the reactants needed to synthesize it. The reactants are: [Cl:1][C:2]1[N:7]=[C:6]([CH3:8])[C:5]([CH2:9][C:10]([O:12][CH3:13])=[O:11])=[C:4]([C:14]2[CH:19]=[CH:18][CH:17]=[CH:16][CH:15]=2)[N:3]=1.[Li+].C[Si]([N-][Si](C)(C)C)(C)C.I[CH2:31][CH2:32][CH3:33]. (7) Given the product [CH2:22]([N:23]([CH2:26][CH3:27])[CH2:24][CH2:25][O:1][C:2]1[CH:9]=[CH:8][C:7]([O:10][CH3:11])=[CH:6][C:3]=1[CH:4]=[O:5])[CH3:21], predict the reactants needed to synthesize it. The reactants are: [OH:1][C:2]1[CH:9]=[CH:8][C:7]([O:10][CH3:11])=[CH:6][C:3]=1[CH:4]=[O:5].C([O-])([O-])=O.[Cs+].[Cs+].[Na+].[I-].Cl[CH2:21][CH2:22][N:23]([CH2:26][CH3:27])[CH2:24][CH3:25].Cl. (8) Given the product [C:24]([N:28]1[N:32]=[N:31][C:30]([NH:33][C:2]2[CH:23]=[CH:22][C:5]3[N:6]=[C:7]([NH:10][CH:11]4[C:19]5[C:14](=[CH:15][CH:16]=[CH:17][C:18]=5[O:20][CH3:21])[CH2:13][CH2:12]4)[O:8][CH2:9][C:4]=3[CH:3]=2)=[N:29]1)([CH3:27])([CH3:26])[CH3:25], predict the reactants needed to synthesize it. The reactants are: Br[C:2]1[CH:23]=[CH:22][C:5]2[N:6]=[C:7]([NH:10][CH:11]3[C:19]4[C:14](=[CH:15][CH:16]=[CH:17][C:18]=4[O:20][CH3:21])[CH2:13][CH2:12]3)[O:8][CH2:9][C:4]=2[CH:3]=1.[C:24]([N:28]1[N:32]=[N:31][C:30]([NH2:33])=[N:29]1)([CH3:27])([CH3:26])[CH3:25].